Dataset: Reaction yield outcomes from USPTO patents with 853,638 reactions. Task: Predict the reaction yield, written as a fraction of the theoretical maximum amount of product (1.0 means a 100% yield; for example, 0.34 means a 34% yield). The reactants are [CH3:1][N:2]1[CH:6]=[C:5]([C:7]2[CH:8]=[CH:9][C:10]3[N:11]([C:13]([SH:16])=[N:14][N:15]=3)[CH:12]=2)[CH:4]=[N:3]1.Br[C:18]1[CH:19]=[C:20]2[C:25](=[CH:26][CH:27]=1)[N:24]=[CH:23][C:22]([N:28]1[CH2:33][CH2:32][O:31][CH2:30][CH2:29]1)=[C:21]2[F:34].C1(P(C2C=CC=CC=2)C2C3OC4C(=CC=CC=4P(C4C=CC=CC=4)C4C=CC=CC=4)C(C)(C)C=3C=CC=2)C=CC=CC=1.C(N(CC)C(C)C)(C)C. The catalyst is CN(C)C=O.C1C=CC(/C=C/C(/C=C/C2C=CC=CC=2)=O)=CC=1.C1C=CC(/C=C/C(/C=C/C2C=CC=CC=2)=O)=CC=1.C1C=CC(/C=C/C(/C=C/C2C=CC=CC=2)=O)=CC=1.[Pd].[Pd]. The product is [F:34][C:21]1[C:20]2[C:25](=[CH:26][CH:27]=[C:18]([S:16][C:13]3[N:11]4[CH:12]=[C:7]([C:5]5[CH:4]=[N:3][N:2]([CH3:1])[CH:6]=5)[CH:8]=[CH:9][C:10]4=[N:15][N:14]=3)[CH:19]=2)[N:24]=[CH:23][C:22]=1[N:28]1[CH2:29][CH2:30][O:31][CH2:32][CH2:33]1. The yield is 0.100.